From a dataset of Full USPTO retrosynthesis dataset with 1.9M reactions from patents (1976-2016). Predict the reactants needed to synthesize the given product. (1) Given the product [CH2:1]([O:3][C:4]1[CH:13]=[C:12]2[C:7]([C:8](=[O:22])[CH:9]=[C:10]([C:14]3[CH:19]=[CH:18][CH:17]=[CH:16][C:15]=3[OH:20])[O:11]2)=[CH:6][CH:5]=1)[CH3:2], predict the reactants needed to synthesize it. The reactants are: [CH2:1]([O:3][C:4]1[CH:13]=[C:12]2[C:7]([C:8](=[O:22])[CH:9]=[C:10]([C:14]3[CH:19]=[CH:18][CH:17]=[CH:16][C:15]=3[O:20]C)[O:11]2)=[CH:6][CH:5]=1)[CH3:2].B(Br)(Br)Br.Cl. (2) Given the product [Cl:20][CH2:21][CH2:22][CH2:23][CH:24]([C:28]1[CH:33]=[C:32]([F:34])[C:31]([F:35])=[C:30]([F:36])[CH:29]=1)[C:25]([NH:39][NH:38][C:37]([O:41][C:42]([CH3:45])([CH3:44])[CH3:43])=[O:40])=[O:27].[N:18]1([O:19][CH2:21][CH2:22][CH2:23][CH:24]([C:28]2[CH:29]=[C:30]([F:36])[C:31]([F:35])=[C:32]([F:34])[CH:33]=2)[C:25]([NH:39][NH:38][C:37]([O:41][C:42]([CH3:45])([CH3:44])[CH3:43])=[O:40])=[O:26])[C:13]2[CH:12]=[CH:11][CH:10]=[CH:15][C:14]=2[N:16]=[N:17]1, predict the reactants needed to synthesize it. The reactants are: C(N(C(C)C)CC)(C)C.[CH:10]1[CH:11]=[CH:12][C:13]2[N:18]([OH:19])[N:17]=[N:16][C:14]=2[CH:15]=1.[Cl:20][CH2:21][CH2:22][CH2:23][CH:24]([C:28]1[CH:33]=[C:32]([F:34])[C:31]([F:35])=[C:30]([F:36])[CH:29]=1)[C:25]([OH:27])=[O:26].[C:37]([O:41][C:42]([CH3:45])([CH3:44])[CH3:43])(=[O:40])[NH:38][NH2:39].O.C(=O)(O)[O-].[Na+]. (3) The reactants are: [Cl:1][C:2]1[CH:3]=[C:4]([CH:24]=[CH:25][CH:26]=1)[C:5]([NH:7][C:8]1[CH:13]=[C:12]([Cl:14])[CH:11]=[CH:10][C:9]=1[N:15]1[CH2:20][CH2:19][CH:18]([CH2:21][CH2:22]O)[CH2:17][CH2:16]1)=[O:6].C1(P(C2C=CC=CC=2)C2C=CC=CC=2)C=CC=CC=1.C(Br)(Br)(Br)[Br:47]. Given the product [Br:47][CH2:22][CH2:21][CH:18]1[CH2:19][CH2:20][N:15]([C:9]2[CH:10]=[CH:11][C:12]([Cl:14])=[CH:13][C:8]=2[NH:7][C:5](=[O:6])[C:4]2[CH:24]=[CH:25][CH:26]=[C:2]([Cl:1])[CH:3]=2)[CH2:16][CH2:17]1, predict the reactants needed to synthesize it.